Dataset: In vitro SARS-CoV-2 activity screen of 1,480 approved drugs from Prestwick library. Task: Binary Classification. Given a drug SMILES string, predict its activity (active/inactive) in a high-throughput screening assay against a specified biological target. (1) The result is 0 (inactive). The molecule is CCN(CCCc1ccccc1)CCCc1ccccc1.O=C(O)CC(O)(CC(=O)O)C(=O)O. (2) The molecule is NS(=O)(=O)c1cc2c(cc1Cl)NC=NS2(=O)=O. The result is 0 (inactive). (3) The molecule is CN(C)CCCN1c2ccccc2Sc2ccccc21.Cl. The result is 1 (active). (4) The result is 0 (inactive). The drug is COc1ccc([C@@H]2Sc3ccccc3N(CCN(C)C)C(=O)[C@@H]2OC(C)=O)cc1.Cl. (5) The compound is Oc1c(I)cc(Cl)c2cccnc12. The result is 0 (inactive).